Predict the reaction yield, written as a fraction of the theoretical maximum amount of product (1.0 means a 100% yield; for example, 0.34 means a 34% yield). From a dataset of Reaction yield outcomes from USPTO patents with 853,638 reactions. (1) The reactants are N1C=CC=CC=1.[NH2:7][C:8]1[CH:13]=[C:12]([CH2:14][C:15]2[C:20]([Cl:21])=[CH:19][CH:18]=[CH:17][C:16]=2[Cl:22])[N:11]=[C:10]([NH:23][C:24]2[CH:31]=[CH:30][C:27]([C:28]#[N:29])=[CH:26][CH:25]=2)[N:9]=1.[Cl:32][CH2:33][C:34](Cl)=[O:35]. The catalyst is C(Cl)Cl. The product is [Cl:32][CH2:33][C:34]([NH:7][C:8]1[CH:13]=[C:12]([CH2:14][C:15]2[C:20]([Cl:21])=[CH:19][CH:18]=[CH:17][C:16]=2[Cl:22])[N:11]=[C:10]([NH:23][C:24]2[CH:25]=[CH:26][C:27]([C:28]#[N:29])=[CH:30][CH:31]=2)[N:9]=1)=[O:35]. The yield is 0.365. (2) The reactants are [C:1]([O:5][C:6]([N:8]1[CH2:13][CH2:12][CH2:11][CH:10]([OH:14])[CH2:9]1)=[O:7])([CH3:4])([CH3:3])[CH3:2].CC(OI1(OC(C)=O)(OC(C)=O)OC(=O)C2C=CC=CC1=2)=O.C([O-])(O)=O.[Na+].S([O-])([O-])(=O)=S.[Na+].[Na+]. The catalyst is C(Cl)Cl. The product is [C:1]([O:5][C:6]([N:8]1[CH2:13][CH2:12][CH2:11][C:10](=[O:14])[CH2:9]1)=[O:7])([CH3:4])([CH3:2])[CH3:3]. The yield is 0.950. (3) The catalyst is C(Cl)Cl. The yield is 0.720. The reactants are [S:1]1[CH:5]=[CH:4][CH:3]=[CH:2]1.C(OCC)C.[Li]CCCC.[CH:16]([C:18]1[N:23]2[CH:24]=[N:25][N:26]=[C:22]2[C:21]([N:27]2[CH2:32][CH2:31][N:30]([C:33]([O:35][C:36]([CH3:39])([CH3:38])[CH3:37])=[O:34])[CH2:29][CH2:28]2)=[N:20][CH:19]=1)=[O:17]. The product is [OH:17][CH:16]([C:2]1[S:1][CH:5]=[CH:4][CH:3]=1)[C:18]1[N:23]2[CH:24]=[N:25][N:26]=[C:22]2[C:21]([N:27]2[CH2:32][CH2:31][N:30]([C:33]([O:35][C:36]([CH3:39])([CH3:38])[CH3:37])=[O:34])[CH2:29][CH2:28]2)=[N:20][CH:19]=1. (4) The yield is 0.340. The product is [NH2:2][CH:3]1[C:11]2[C:10]([C:12]([OH:14])=[O:13])=[CH:9][CH:8]=[CH:7][C:6]=2[CH2:5][CH2:4]1. The catalyst is Cl.C(O)(=O)C.[Zn]. The reactants are O[N:2]=[C:3]1[C:11]2[C:10]([C:12]([OH:14])=[O:13])=[CH:9][CH:8]=[CH:7][C:6]=2[CH2:5][CH2:4]1. (5) The product is [C:28]([N:22]1[CH2:27][CH2:26][N:25]([CH2:2][C:3]([NH:5][C:6]2[CH:19]=[CH:18][C:17]3[NH:16][C:15](=[O:20])[C:14]4[C:9]5=[C:10]([CH2:21][C:7]=2[C:8]=35)[CH:11]=[CH:12][CH:13]=4)=[O:4])[CH2:24][CH2:23]1)(=[O:30])[CH3:29]. The reactants are Cl[CH2:2][C:3]([NH:5][C:6]1[CH:19]=[CH:18][C:17]2[NH:16][C:15](=[O:20])[C:14]3[C:9]4=[C:10]([CH2:21][C:7]=1[C:8]=24)[CH:11]=[CH:12][CH:13]=3)=[O:4].[N:22]1([C:28](=[O:30])[CH3:29])[CH2:27][CH2:26][NH:25][CH2:24][CH2:23]1. No catalyst specified. The yield is 0.580. (6) The reactants are [CH3:1][C:2]([CH3:27])([CH3:26])[C:3]#[C:4][C:5]1[S:9][C:8]([C:10]([OH:12])=[O:11])=[C:7]([N:13]([CH:23]([CH3:25])[CH3:24])[C:14]([C@H:16]2[CH2:21][CH2:20][C:19]([CH3:22])=[CH:18][CH2:17]2)=[O:15])[CH:6]=1.[CH3:28]C(C)(C)C#CC1SC(C(OC)=O)=C(NC(C)C)C=1.[O-]P([O-])([O-])=O.[K+].[K+].[K+].CCOC(C)=O. The catalyst is ClC(Cl)C. The product is [CH3:1][C:2]([CH3:26])([CH3:27])[C:3]#[C:4][C:5]1[S:9][C:8]([C:10]([O:12][CH3:28])=[O:11])=[C:7]([N:13]([CH:23]([CH3:24])[CH3:25])[C:14]([C@H:16]2[CH2:21][CH2:20][C:19]([CH3:22])=[CH:18][CH2:17]2)=[O:15])[CH:6]=1. The yield is 0.510. (7) The reactants are [OH:1][CH:2]([C:17]1[N:18]=[CH:19][N:20]([C:22]([C:35]2[CH:40]=[CH:39][CH:38]=[CH:37][CH:36]=2)([C:29]2[CH:34]=[CH:33][CH:32]=[CH:31][CH:30]=2)[C:23]2[CH:28]=[CH:27][CH:26]=[CH:25][CH:24]=2)[CH:21]=1)[C:3]1[CH:4]=[C:5]2[C:10](=[CH:11][CH:12]=1)[CH:9]=[C:8]([C:13]([NH:15][CH3:16])=[O:14])[CH:7]=[CH:6]2.CN(C)C(=O)C.[H-].[Na+].Cl. The catalyst is O. The product is [CH3:16][NH:15][C:13]([C:8]1[CH:7]=[CH:6][C:5]2[C:10](=[CH:11][CH:12]=[C:3]([C:2]([C:17]3[N:18]=[CH:19][N:20]([C:22]([C:23]4[CH:28]=[CH:27][CH:26]=[CH:25][CH:24]=4)([C:29]4[CH:30]=[CH:31][CH:32]=[CH:33][CH:34]=4)[C:35]4[CH:40]=[CH:39][CH:38]=[CH:37][CH:36]=4)[CH:21]=3)=[O:1])[CH:4]=2)[CH:9]=1)=[O:14]. The yield is 0.900.